Dataset: Reaction yield outcomes from USPTO patents with 853,638 reactions. Task: Predict the reaction yield, written as a fraction of the theoretical maximum amount of product (1.0 means a 100% yield; for example, 0.34 means a 34% yield). The reactants are C[O:2][C:3](=[O:22])[CH2:4][C:5]1[CH:10]=[CH:9][C:8]([O:11][CH2:12][CH2:13][C@H:14]([O:16]S(C)(=O)=O)[CH3:15])=[C:7]([CH3:21])[CH:6]=1.[F:23][C:24]1[CH:41]=[CH:40][CH:39]=[CH:38][C:25]=1[O:26][C:27]1[CH:32]=[C:31]([C:33]([F:36])([F:35])[F:34])[CH:30]=[CH:29][C:28]=1O. No catalyst specified. The product is [F:23][C:24]1[CH:41]=[CH:40][CH:39]=[CH:38][C:25]=1[O:26][C:27]1[CH:32]=[C:31]([C:33]([F:34])([F:36])[F:35])[CH:30]=[CH:29][C:28]=1[O:16][C@@H:14]([CH3:15])[CH2:13][CH2:12][O:11][C:8]1[CH:9]=[CH:10][C:5]([CH2:4][C:3]([OH:2])=[O:22])=[CH:6][C:7]=1[CH3:21]. The yield is 0.600.